Dataset: Forward reaction prediction with 1.9M reactions from USPTO patents (1976-2016). Task: Predict the product of the given reaction. Given the reactants Cl.CO.[C:4]([C:6]1[CH:7]=[C:8]2[N:14]=[C:13]([C:15]([C:21]3[C:29]([CH2:30][CH3:31])=[CH:28][C:27]([CH3:32])=[C:26]4[C:22]=3[CH:23]=[CH:24][N:25]4[C:33]([O:35][C:36]([CH3:39])([CH3:38])[CH3:37])=[O:34])([OH:20])[C:16]([F:19])([F:18])[F:17])[N:12](COCC[Si](C)(C)C)[C:9]2=[N:10][CH:11]=1)#[N:5].C([O-])(O)=O.[Na+], predict the reaction product. The product is: [C:4]([C:6]1[CH:7]=[C:8]2[N:14]=[C:13]([C:15]([C:21]3[C:29]([CH2:30][CH3:31])=[CH:28][C:27]([CH3:32])=[C:26]4[C:22]=3[CH:23]=[CH:24][N:25]4[C:33]([O:35][C:36]([CH3:37])([CH3:39])[CH3:38])=[O:34])([OH:20])[C:16]([F:19])([F:18])[F:17])[NH:12][C:9]2=[N:10][CH:11]=1)#[N:5].